Predict the reactants needed to synthesize the given product. From a dataset of Full USPTO retrosynthesis dataset with 1.9M reactions from patents (1976-2016). (1) The reactants are: [C:1]([C:3]1[CH:28]=[CH:27][C:6]([CH2:7][N:8]2[CH2:13][CH2:12][CH:11]([NH:14][C:15]([C:17]3[CH:26]=[CH:25][C:20]([C:21]([O:23]C)=[O:22])=[CH:19][CH:18]=3)=[O:16])[CH2:10][CH2:9]2)=[CH:5][CH:4]=1)#[N:2].[OH-].[Li+].Cl. Given the product [C:1]([C:3]1[CH:4]=[CH:5][C:6]([CH2:7][N:8]2[CH2:9][CH2:10][CH:11]([NH:14][C:15]([C:17]3[CH:18]=[CH:19][C:20]([C:21]([OH:23])=[O:22])=[CH:25][CH:26]=3)=[O:16])[CH2:12][CH2:13]2)=[CH:27][CH:28]=1)#[N:2], predict the reactants needed to synthesize it. (2) Given the product [OH:1][C:2]1([C:17]([F:20])([F:19])[F:18])[CH2:7][CH2:6][CH2:5][N:4]([C:8]([O:10][C:11]([CH3:14])([CH3:13])[CH3:12])=[O:9])[CH2:3]1, predict the reactants needed to synthesize it. The reactants are: [O:1]=[C:2]1[CH2:7][CH2:6][CH2:5][N:4]([C:8]([O:10][C:11]([CH3:14])([CH3:13])[CH3:12])=[O:9])[CH2:3]1.C[Si](C)(C)[C:17]([F:20])([F:19])[F:18].[F-].C([N+](CCCC)(CCCC)CCCC)CCC. (3) Given the product [CH2:1]1[C@@H:6]([NH:7][C:8]([C@@H:10]([OH:14])[CH2:11][CH2:12][NH2:13])=[O:9])[C@H:5]([O:15][C@H:16]2[O:21][C@H:20]([CH2:22][OH:23])[C@@H:19]([OH:24])[C@H:18]([NH2:25])[C@H:17]2[OH:26])[C@@H:4]([OH:27])[C@H:3]([O:28][C@H:29]2[O:34][C@H:33]([CH2:35][NH2:36])[C@@H:32]([OH:37])[C@H:31]([OH:38])[C@H:30]2[OH:39])[C@H:2]1[NH2:40], predict the reactants needed to synthesize it. The reactants are: [CH2:1]1[C@@H:6]([NH:7][C:8]([C@@H:10]([OH:14])[CH2:11][CH2:12][NH2:13])=[O:9])[C@H:5]([O:15][C@H:16]2[O:21][C@H:20]([CH2:22][OH:23])[C@@H:19]([OH:24])[C@H:18]([NH2:25])[C@H:17]2[OH:26])[C@@H:4]([OH:27])[C@H:3]([O:28][C@H:29]2[O:34][C@H:33]([CH2:35][NH2:36])[C@@H:32]([OH:37])[C@H:31]([OH:38])[C@H:30]2[OH:39])[C@H:2]1[NH2:40].OS(O)(=O)=O.[OH-].[Na+].CCCCCCCCCCCCCCCC(OC[C@@H](OC(CCCCCCCCCCCCCCC)=O)COP(OCC[N+](C)(C)C)([O-])=O)=O.CC(CCC[C@H]([C@@H]1[C@]2(C)[C@H]([C@H]3[C@H](CC2)[C@]2(C)C(C[C@H](CC2)O)=CC3)CC1)C)C. (4) Given the product [O:4]1[CH2:5][CH2:6][CH:2]([O:1][C:17](=[O:18])[O:16][C:13]2[CH:12]=[CH:11][C:10]([N+:7]([O-:9])=[O:8])=[CH:15][CH:14]=2)[CH2:3]1, predict the reactants needed to synthesize it. The reactants are: [OH:1][C@H:2]1[CH2:6][CH2:5][O:4][CH2:3]1.[N+:7]([C:10]1[CH:15]=[CH:14][C:13]([O:16][C:17](=O)[O:18]C2C=CC([N+]([O-])=O)=CC=2)=[CH:12][CH:11]=1)([O-:9])=[O:8].